From a dataset of Catalyst prediction with 721,799 reactions and 888 catalyst types from USPTO. Predict which catalyst facilitates the given reaction. (1) Reactant: [CH:1]1([C@@H:4]([C:10]2[CH:15]=[CH:14][C:13]([CH2:16]O)=[C:12]([OH:18])[CH:11]=2)[CH2:5][C:6]([O:8][CH3:9])=[O:7])[CH2:3][CH2:2]1.[Br:19][C:20]1[CH:25]=[CH:24][C:23]([CH:26]=[CH2:27])=[CH:22][CH:21]=1.Cl([O-])(=O)(=O)=O.[Li+].O.[O-2].[O-2].[O-2].O=[Si]=O.O=[Si]=O.O=[Si]=O.O=[Si]=O.[Al+3].[Al+3].O. Product: [Br:19][C:20]1[CH:25]=[CH:24][C:23]([CH:26]2[CH2:27][CH2:16][C:13]3[C:12](=[CH:11][C:10]([C@H:4]([CH:1]4[CH2:3][CH2:2]4)[CH2:5][C:6]([O:8][CH3:9])=[O:7])=[CH:15][CH:14]=3)[O:18]2)=[CH:22][CH:21]=1. The catalyst class is: 463. (2) Reactant: [CH3:1][C:2]1[CH:3]=[C:4]([CH:8]=[C:9]([CH3:11])[CH:10]=1)[C:5]([OH:7])=O.Cl.[CH3:13][O:14][C:15](=[O:21])[C@H:16]([C@@H:18]([CH3:20])[OH:19])[NH2:17].C(N(CC)CC)C.Cl.CN(C)CCCN=C=NCC.ON1C2C=CC=CC=2N=N1. Product: [CH3:13][O:14][C:15](=[O:21])[C@H:16]([C@@H:18]([CH3:20])[OH:19])[NH:17][C:5](=[O:7])[C:4]1[CH:8]=[C:9]([CH3:11])[CH:10]=[C:2]([CH3:1])[CH:3]=1. The catalyst class is: 4. (3) Reactant: [Cl:1][C:2]1[CH:7]=[C:6]([C:8]([F:11])([F:10])[F:9])[CH:5]=[C:4]([Cl:12])[C:3]=1[NH:13][NH2:14].[Cl:15][C:16]1([Cl:23])[CH2:18][C:17]1([C:20](O)=[O:21])[CH3:19].Cl.CN(C)CCCN=C=NCC. Product: [Cl:1][C:2]1[CH:7]=[C:6]([C:8]([F:9])([F:11])[F:10])[CH:5]=[C:4]([Cl:12])[C:3]=1[NH:13][NH:14][C:20]([C:17]1([CH3:19])[CH2:18][C:16]1([Cl:23])[Cl:15])=[O:21]. The catalyst class is: 34. (4) Reactant: [H-].[Na+].[CH3:3][N:4]1[CH2:9][CH2:8][CH:7]([OH:10])[CH2:6][CH2:5]1.[Br:11][C:12]1[CH:17]=[CH:16][C:15](F)=[CH:14][C:13]=1[S:19][CH3:20].O. Product: [Br:11][C:12]1[CH:17]=[CH:16][C:15]([O:10][CH:7]2[CH2:8][CH2:9][N:4]([CH3:3])[CH2:5][CH2:6]2)=[CH:14][C:13]=1[S:19][CH3:20]. The catalyst class is: 3. (5) Reactant: C[C:2]1[NH:3][C:4](=[O:23])[N:5]([C:16]2[CH:17]=[C:18]([CH3:22])[CH:19]=[CH:20][CH:21]=2)[C:6]=1[C:7]1[CH:8]=[CH:9][C:10]2[N:11]([N:13]=[CH:14][N:15]=2)[CH:12]=1. Product: [N:15]1[CH:14]=[N:13][N:11]2[CH:12]=[C:7]([C:6]3[N:5]([C:16]4[CH:17]=[C:18]([CH3:22])[CH:19]=[CH:20][CH:21]=4)[C:4](=[O:23])[NH:3][CH:2]=3)[CH:8]=[CH:9][C:10]=12. The catalyst class is: 463. (6) Reactant: OC1SC2C=[CH:9][CH:8]=[CH:7][C:5]=2[N:6]=1.C(N(C(C)C)CC)(C)C.N1CCCC1.[F:25][C:26]1[CH:31]=[CH:30][CH:29]=[CH:28][C:27]=1[C:32]1[CH:33]=[N:34][C:35]([N:38]2[C:46]3[C:41](=[CH:42][CH:43]=[C:44]([C:47]([OH:49])=O)[CH:45]=3)[C:40]([S:50]([CH3:52])=[O:51])=[CH:39]2)=[N:36][CH:37]=1. Product: [F:25][C:26]1[CH:31]=[CH:30][CH:29]=[CH:28][C:27]=1[C:32]1[CH:37]=[N:36][C:35]([N:38]2[C:46]3[C:41](=[CH:42][CH:43]=[C:44]([C:47]([N:6]4[CH2:5][CH2:7][CH2:8][CH2:9]4)=[O:49])[CH:45]=3)[C:40]([S:50]([CH3:52])=[O:51])=[CH:39]2)=[N:34][CH:33]=1. The catalyst class is: 4. (7) Reactant: [C:1]([C:3]1[CH:8]=[CH:7][C:6]([C@@H:9]2[O:14][CH2:13][C@H:12]3[CH2:15][N:16](C(OC(C)(C)C)=O)[CH2:17][CH2:18][N:11]3[CH2:10]2)=[CH:5][C:4]=1[O:26][CH3:27])#[N:2].[ClH:28]. Product: [ClH:28].[CH3:27][O:26][C:4]1[CH:5]=[C:6]([C@@H:9]2[O:14][CH2:13][C@H:12]3[CH2:15][NH:16][CH2:17][CH2:18][N:11]3[CH2:10]2)[CH:7]=[CH:8][C:3]=1[C:1]#[N:2]. The catalyst class is: 12.